Dataset: Full USPTO retrosynthesis dataset with 1.9M reactions from patents (1976-2016). Task: Predict the reactants needed to synthesize the given product. (1) Given the product [Br:1][C:2]1[CH:7]=[C:6]([CH3:26])[CH:5]=[CH:4][C:3]=1[NH:9][S:20]([C:17]1[CH:18]=[CH:19][C:14]([C:10]([CH3:13])([CH3:12])[CH3:11])=[CH:15][CH:16]=1)(=[O:22])=[O:21], predict the reactants needed to synthesize it. The reactants are: [Br:1][C:2]1[CH:7]=[C:6](Cl)[CH:5]=[CH:4][C:3]=1[NH2:9].[C:10]([C:14]1[CH:19]=[CH:18][C:17]([S:20](Cl)(=[O:22])=[O:21])=[CH:16][CH:15]=1)([CH3:13])([CH3:12])[CH3:11].Cl.N1C=CC=C[CH:26]=1. (2) Given the product [Br:1][C:2]1[CH:3]=[C:4]([C:8]2[CH:13]=[CH:12][C:11]([C:14]([N:17]3[CH2:23][CH2:22][O:21][CH2:20][CH2:19]3)([CH3:15])[CH3:16])=[CH:10][CH:9]=2)[CH:5]=[N:6][CH:7]=1, predict the reactants needed to synthesize it. The reactants are: [Br:1][C:2]1[CH:3]=[C:4]([C:8]2[CH:13]=[CH:12][C:11]([C:14]([NH2:17])([CH3:16])[CH3:15])=[CH:10][CH:9]=2)[CH:5]=[N:6][CH:7]=1.Cl[CH2:19][CH2:20][O:21][CH2:22][CH2:23]Cl.